Dataset: Rat liver microsome stability data. Task: Regression/Classification. Given a drug SMILES string, predict its absorption, distribution, metabolism, or excretion properties. Task type varies by dataset: regression for continuous measurements (e.g., permeability, clearance, half-life) or binary classification for categorical outcomes (e.g., BBB penetration, CYP inhibition). Dataset: rlm. (1) The compound is CCS(=O)(=O)c1nc(-c2ccc(Cl)cc2)cc(C(F)(F)F)n1. The result is 1 (stable in rat liver microsomes). (2) The compound is Cc1cc(C)c(CNC(=O)c2nc(-c3cccc(CO)c3)cc3c2ccn3C)c(O)n1. The result is 1 (stable in rat liver microsomes). (3) The compound is Cc1cccc(-c2[nH]c(C(C)(C)C)nc2-c2ccc3nccnc3c2)n1. The result is 0 (unstable in rat liver microsomes). (4) The drug is Nc1c(C(=O)Nc2ccc(Cl)c(C(F)(F)F)c2)sc2nc3c(cc12)N1CCC3CC1. The result is 1 (stable in rat liver microsomes). (5) The molecule is COc1cccc(C(=O)Nc2nnc(S(=O)(=O)N3CCOCC3)s2)c1. The result is 0 (unstable in rat liver microsomes). (6) The molecule is CN1C(=O)c2ccccc2[S@+]([O-])c2ccc(C(=O)NCCN3CCCC3)cc21. The result is 0 (unstable in rat liver microsomes).